Predict the reaction yield, written as a fraction of the theoretical maximum amount of product (1.0 means a 100% yield; for example, 0.34 means a 34% yield). From a dataset of Reaction yield outcomes from USPTO patents with 853,638 reactions. (1) The reactants are [Cl:1][C:2]1[CH:3]=[N:4][CH:5]=[C:6]([Cl:30])[C:7]=1[NH:8][C:9]([C:11]1[C:19]2[C:18]3[CH:20]=[C:21]([NH:24][C:25](=[O:27])[CH3:26])[CH:22]=[CH:23][C:17]=3[O:16][C:15]=2[C:14]([O:28][CH3:29])=[CH:13][CH:12]=1)=[O:10].ClC1C=CC=C(C(OO)=[O:39])C=1. The catalyst is ClCCl. The product is [Cl:30][C:6]1[CH:5]=[N:4][CH:3]=[C:2]([Cl:1])[C:7]=1[NH+:8]([O-:39])[C:9]([C:11]1[C:19]2[C:18]3[CH:20]=[C:21]([NH:24][C:25](=[O:27])[CH3:26])[CH:22]=[CH:23][C:17]=3[O:16][C:15]=2[C:14]([O:28][CH3:29])=[CH:13][CH:12]=1)=[O:10]. The yield is 0.300. (2) The catalyst is C1(C)C(C)=CC=CC=1. The product is [C:19]1([C:18]2[O:25][C:14]3[C:15]4[CH:7]([CH2:6][CH2:5][NH:4][C:1](=[O:3])[CH3:2])[CH2:8][CH2:9][C:10]=4[CH:11]=[CH:12][C:13]=3[N:17]=2)[CH:24]=[CH:23][CH:22]=[CH:21][CH:20]=1. The yield is 0.820. The reactants are [C:1]([NH:4][CH2:5][CH2:6][CH:7]1[C:15]2[C:10](=[CH:11][CH:12]=[C:13]([NH:17][C:18](=[O:25])[C:19]3[CH:24]=[CH:23][CH:22]=[CH:21][CH:20]=3)[C:14]=2O)[CH2:9][CH2:8]1)(=[O:3])[CH3:2].C1(C)C=CC(S([O-])(=O)=O)=CC=1.[NH+]1C=CC=CC=1. (3) The reactants are [C:1]([C:3]1[S:7][C:6]([C:8]2[C:13]3[C:14](=[O:28])[N:15](CC4C=CC(OC)=CC=4OC)[CH2:16][C:12]=3[C:11]([F:29])=[C:10]([NH:30][C@H:31]([CH2:35][CH:36]([CH3:38])[CH3:37])[C:32]([NH2:34])=[O:33])[N:9]=2)=[CH:5][CH:4]=1)#[N:2]. The catalyst is C(O)(C(F)(F)F)=O. The product is [C:1]([C:3]1[S:7][C:6]([C:8]2[C:13]3[C:14](=[O:28])[NH:15][CH2:16][C:12]=3[C:11]([F:29])=[C:10]([NH:30][C@H:31]([CH2:35][CH:36]([CH3:38])[CH3:37])[C:32]([NH2:34])=[O:33])[N:9]=2)=[CH:5][CH:4]=1)#[N:2]. The yield is 0.170. (4) The reactants are [C:1]([O:5][C:6]([NH:8][C@@H:9]1[CH2:14][CH2:13][C@H:12]([C:15](O)=[O:16])[CH2:11][CH2:10]1)=[O:7])([CH3:4])([CH3:3])[CH3:2].CN1CCOCC1.ClC(OCC(C)C)=O.[BH4-].[Na+]. The catalyst is C1COCC1.CO. The product is [C:1]([O:5][C:6]([NH:8][C@H:9]1[CH2:10][CH2:11][C@@H:12]([CH2:15][OH:16])[CH2:13][CH2:14]1)=[O:7])([CH3:4])([CH3:3])[CH3:2]. The yield is 1.00. (5) The product is [F:1][C:2]1[CH:3]=[C:4]([N:9]2[CH2:13][C@H:12]([CH2:14][N:15]3[CH:19]=[C:18]([Cl:20])[N:17]=[N:16]3)[O:11][C:10]2=[O:21])[CH:5]=[CH:6][C:7]=1[B:22]1[O:26][C:25]([CH3:28])([CH3:27])[C:24]([CH3:30])([CH3:29])[O:23]1. The reactants are [F:1][C:2]1[CH:3]=[C:4]([N:9]2[CH2:13][C@H:12]([CH2:14][N:15]3[CH:19]=[C:18]([Cl:20])[N:17]=[N:16]3)[O:11][C:10]2=[O:21])[CH:5]=[CH:6][C:7]=1I.[B:22]1([B:22]2[O:26][C:25]([CH3:28])([CH3:27])[C:24]([CH3:30])([CH3:29])[O:23]2)[O:26][C:25]([CH3:28])([CH3:27])[C:24]([CH3:30])([CH3:29])[O:23]1.C([O-])(=O)C.[K+]. The yield is 0.810. The catalyst is CS(C)=O.C(OCC)(=O)C.ClCCl.[Pd+2]. (6) The reactants are [NH2:1][C:2]1[N:3]=[C:4]([O:30][CH2:31][CH:32]2[CH2:34][CH2:33]2)[C:5]2[S:10][C:9](=[O:11])[N:8]([C@@H:12]3[O:24][C@H:23]([CH2:25][O:26]C(=O)C)[C@@H:18]([O:19]C(=O)C)[C@H:13]3[O:14]C(=O)C)[C:6]=2[N:7]=1.C([O-])([O-])=O.[K+].[K+]. The catalyst is CO. The product is [NH2:1][C:2]1[N:3]=[C:4]([O:30][CH2:31][CH:32]2[CH2:34][CH2:33]2)[C:5]2[S:10][C:9](=[O:11])[N:8]([C@@H:12]3[O:24][C@H:23]([CH2:25][OH:26])[C@@H:18]([OH:19])[C@H:13]3[OH:14])[C:6]=2[N:7]=1. The yield is 0.290. (7) The reactants are C([O:3][C:4](=[O:45])[CH:5]([O:7][P:8]([CH2:17][CH2:18][NH:19][C:20]([C:22]1[C:23]2[CH:24]=[CH:25][CH:26]=[N:27][C:28]=2[C:29]([OH:44])=[C:30]2[C:34](=[O:35])[N:33]([CH2:36][C:37]3[CH:42]=[CH:41][C:40]([F:43])=[CH:39][CH:38]=3)[CH2:32][C:31]=12)=[O:21])([O:10]C1C=CC=CC=1)=[O:9])[CH3:6])C.O.[OH-].[Na+]. The catalyst is C(#N)C. The product is [F:43][C:40]1[CH:39]=[CH:38][C:37]([CH2:36][N:33]2[C:34](=[O:35])[C:30]3[C:31](=[C:22]([C:20]([NH:19][CH2:18][CH2:17][P:8]([OH:10])([O:7][CH:5]([CH3:6])[C:4]([OH:45])=[O:3])=[O:9])=[O:21])[C:23]4[CH:24]=[CH:25][CH:26]=[N:27][C:28]=4[C:29]=3[OH:44])[CH2:32]2)=[CH:42][CH:41]=1. The yield is 0.600. (8) The reactants are [CH3:1][S:2]([NH:5][CH2:6][C:7]1[CH:26]=[CH:25][C:10]([C:11]([O:13][CH2:14][C:15]([O:17]CC2C=CC=CC=2)=[O:16])=[O:12])=[CH:9][CH:8]=1)(=[O:4])=[O:3]. The catalyst is CCOC(C)=O.C(Cl)Cl.CO.[Pd]. The product is [CH3:1][S:2]([NH:5][CH2:6][C:7]1[CH:26]=[CH:25][C:10]([C:11]([O:13][CH2:14][C:15]([OH:17])=[O:16])=[O:12])=[CH:9][CH:8]=1)(=[O:4])=[O:3]. The yield is 0.990. (9) The reactants are [OH:1][CH2:2][CH2:3][CH2:4][CH2:5][CH2:6][CH2:7][NH:8][C:9](=[O:15])[O:10][C:11]([CH3:14])([CH3:13])[CH3:12].N1C=CN=C1.[C:21]([Si:25]([CH3:28])([CH3:27])Cl)([CH3:24])([CH3:23])[CH3:22]. The catalyst is C(Cl)Cl. The product is [Si:25]([O:1][CH2:2][CH2:3][CH2:4][CH2:5][CH2:6][CH2:7][NH:8][C:9](=[O:15])[O:10][C:11]([CH3:12])([CH3:14])[CH3:13])([C:21]([CH3:24])([CH3:23])[CH3:22])([CH3:28])[CH3:27]. The yield is 0.870.